Dataset: Catalyst prediction with 721,799 reactions and 888 catalyst types from USPTO. Task: Predict which catalyst facilitates the given reaction. (1) Reactant: [O:1]1[CH2:6][CH2:5][CH:4]=[C:3]([CH:7]=O)[CH2:2]1.Cl.[NH2:10][OH:11].[OH-].[Na+]. The catalyst class is: 6. Product: [O:1]1[CH2:6][CH2:5][CH:4]=[C:3]([CH:7]=[N:10][OH:11])[CH2:2]1. (2) Reactant: [C:1]([O:5][C:6]([N:8]1[C:16]2[C:11](=[CH:12][C:13](Br)=[CH:14][CH:15]=2)[CH:10]=[N:9]1)=[O:7])([CH3:4])([CH3:3])[CH3:2].[B:18]1([B:18]2[O:22][C:21]([CH3:24])([CH3:23])[C:20]([CH3:26])([CH3:25])[O:19]2)[O:22][C:21]([CH3:24])([CH3:23])[C:20]([CH3:26])([CH3:25])[O:19]1.C([O-])(=O)C.[K+].C(Cl)Cl. Product: [C:1]([O:5][C:6]([N:8]1[C:16]2[C:11](=[CH:12][C:13]([B:18]3[O:22][C:21]([CH3:24])([CH3:23])[C:20]([CH3:26])([CH3:25])[O:19]3)=[CH:14][CH:15]=2)[CH:10]=[N:9]1)=[O:7])([CH3:4])([CH3:3])[CH3:2]. The catalyst class is: 140. (3) Reactant: [N-:1]=[N+]=[N-].[Na+].[CH3:5][O:6][C:7](=[O:27])[C:8]1[CH:13]=[C:12]([C:14](=[O:16])[CH3:15])[C:11](F)=[C:10]([F:18])[C:9]=1[NH:19][C:20]1[CH:25]=[CH:24][CH:23]=[CH:22][C:21]=1[Cl:26].CC(C)=O. The catalyst class is: 161. Product: [CH3:5][O:6][C:7]([C:8]1[C:9]([NH:19][C:20]2[CH:25]=[CH:24][CH:23]=[CH:22][C:21]=2[Cl:26])=[C:10]([F:18])[C:11]2=[N:1][O:16][C:14]([CH3:15])=[C:12]2[CH:13]=1)=[O:27]. (4) Reactant: [NH2:1][C@@H:2]([CH3:5])[CH2:3][OH:4].[Cl:6][CH2:7][C:8](Cl)=[O:9].[OH-].[Na+]. Product: [Cl:6][CH2:7][C:8]([NH:1][C@@H:2]([CH3:5])[CH2:3][OH:4])=[O:9]. The catalyst class is: 1. (5) Reactant: [OH:1][C@@:2]1([C:9]#[C:10][C:11]2[CH:12]=[C:13]([C:17]3[C:18]4[S:30][CH:29]=[CH:28][C:19]=4[N:20]=[C:21]([C:23]([O:25]CC)=O)[N:22]=3)[CH:14]=[CH:15][CH:16]=2)[CH2:6][CH2:5][N:4]([CH3:7])[C:3]1=[O:8].[NH3:31]. Product: [OH:1][C@@:2]1([C:9]#[C:10][C:11]2[CH:12]=[C:13]([C:17]3[C:18]4[S:30][CH:29]=[CH:28][C:19]=4[N:20]=[C:21]([C:23]([NH2:31])=[O:25])[N:22]=3)[CH:14]=[CH:15][CH:16]=2)[CH2:6][CH2:5][N:4]([CH3:7])[C:3]1=[O:8]. The catalyst class is: 5.